From a dataset of Full USPTO retrosynthesis dataset with 1.9M reactions from patents (1976-2016). Predict the reactants needed to synthesize the given product. (1) Given the product [Cl:1][C:2]1[CH:3]=[C:4]([C:44]2[CH:45]=[CH:46][C:47]([C:48]#[N:49])=[C:42]([F:41])[CH:43]=2)[CH:5]=[C:6]([Cl:32])[C:7]=1[CH2:8][C@@H:9]1[CH2:13][CH2:12][N:11]([N:14]2[CH2:15][CH2:16][CH:17]([O:20][Si:21]([CH:25]([CH3:26])[CH3:27])([CH:22]([CH3:23])[CH3:24])[CH:28]([CH3:30])[CH3:29])[CH2:18][CH2:19]2)[C:10]1=[O:31], predict the reactants needed to synthesize it. The reactants are: [Cl:1][C:2]1[CH:3]=[C:4](OS(C(F)(F)F)(=O)=O)[CH:5]=[C:6]([Cl:32])[C:7]=1[CH2:8][C@@H:9]1[CH2:13][CH2:12][N:11]([N:14]2[CH2:19][CH2:18][CH:17]([O:20][Si:21]([CH:28]([CH3:30])[CH3:29])([CH:25]([CH3:27])[CH3:26])[CH:22]([CH3:24])[CH3:23])[CH2:16][CH2:15]2)[C:10]1=[O:31].[F:41][C:42]1[CH:43]=[C:44](B(O)O)[CH:45]=[CH:46][C:47]=1[C:48]#[N:49].C(=O)([O-])[O-].[Na+].[Na+]. (2) Given the product [O:10]([C:13]1[CH2:17][CH2:16][O:15][N:14]=1)[C:6]1[CH:5]=[CH:4][CH:9]=[CH:8][CH:7]=1.[O:26]1[CH:23]=[CH:22][N:19]=[N:18]1, predict the reactants needed to synthesize it. The reactants are: COC(=O)[C:4]1[CH:9]=[CH:8][CH:7]=[C:6]([OH:10])[CH:5]=1.Br[C:13]1[CH:17]=[CH:16][O:15][N:14]=1.[NH2:18][NH2:19].C([C:22](CC)(CC)[C:23]([O-:26])([O-])[O-])C. (3) The reactants are: [Cl:1][C:2]1[N:7]=[CH:6][C:5]([CH2:8][C:9]([O:11]C(C)(C)C)=O)=[CH:4][C:3]=1[S:16]([CH3:19])(=[O:18])=[O:17].C(O)(C(F)(F)F)=O.[NH2:27][C:28]1[N:33]=[CH:32][C:31]([N:34]2[CH2:39][CH2:38][N:37]([C:40](=[O:42])[CH3:41])[CH2:36][CH2:35]2)=[CH:30][CH:29]=1.CCN(C(C)C)C(C)C.F[P-](F)(F)(F)(F)F.N1(OC(N(C)C)=[N+](C)C)C2N=CC=CC=2N=N1. Given the product [C:40]([N:37]1[CH2:36][CH2:35][N:34]([C:31]2[CH:30]=[CH:29][C:28]([NH:27][C:9](=[O:11])[CH2:8][C:5]3[CH:6]=[N:7][C:2]([Cl:1])=[C:3]([S:16]([CH3:19])(=[O:17])=[O:18])[CH:4]=3)=[N:33][CH:32]=2)[CH2:39][CH2:38]1)(=[O:42])[CH3:41], predict the reactants needed to synthesize it. (4) The reactants are: [Br:1][C:2]1[C:3]([Br:24])=[CH:4][C:5]2[N:9]3[C:10](=[O:22])[NH:11][CH:12]([CH2:13][C:14]4[CH:19]=[CH:18][C:17]([O:20][CH3:21])=[CH:16][CH:15]=4)[C:8]3=[N:7][C:6]=2[CH:23]=1.[NH2:25][C@H:26]1[CH2:31][CH2:30][C@H:29]([OH:32])[CH2:28][CH2:27]1. Given the product [Br:1][C:2]1[C:3]([Br:24])=[CH:4][C:5]2[NH:9][C:8]([CH:12]([NH:11][C:10]([NH:25][C@H:26]3[CH2:31][CH2:30][C@H:29]([OH:32])[CH2:28][CH2:27]3)=[O:22])[CH2:13][C:14]3[CH:19]=[CH:18][C:17]([O:20][CH3:21])=[CH:16][CH:15]=3)=[N:7][C:6]=2[CH:23]=1, predict the reactants needed to synthesize it. (5) Given the product [Cl:1][C:2]1[CH:3]=[CH:4][C:5]([C:6]([NH:8][CH:9]([CH2:13][C:14]2[C:23]3[C:18](=[CH:19][CH:20]=[CH:21][CH:22]=3)[NH:17][C:16](=[O:24])[CH:15]=2)[C:10]([S:11][CH2:30][C:29]2[CH:32]=[C:33]([F:36])[CH:34]=[CH:35][C:28]=2[F:27])=[O:12])=[O:7])=[CH:25][CH:26]=1, predict the reactants needed to synthesize it. The reactants are: [Cl:1][C:2]1[CH:26]=[CH:25][C:5]([C:6]([NH:8][CH:9]([CH2:13][C:14]2[C:23]3[C:18](=[CH:19][CH:20]=[CH:21][CH:22]=3)[NH:17][C:16](=[O:24])[CH:15]=2)[C:10]([OH:12])=[S:11])=[O:7])=[CH:4][CH:3]=1.[F:27][C:28]1[CH:35]=[CH:34][C:33]([F:36])=[CH:32][C:29]=1[CH2:30]Br. (6) The reactants are: C1(C2C(O[C@@H]3CCCN([C@H](C4C=C(Cl)C=C(Cl)C=4)C)C3)=CC(F)=C(C=2)C(OC)=O)CC1.[Cl:32][C:33]1[CH:34]=[CH:35][C:36]([C@H:42]([N:44]2[CH2:49][CH2:48][CH2:47][C@@H:46]([O:50][C:51]3[C:60]([CH:61]4[CH2:63][CH2:62]4)=[CH:59][C:54]([C:55]([O:57]C)=[O:56])=[C:53]([F:64])[CH:52]=3)[CH2:45]2)[CH3:43])=[N:37][C:38]=1[CH:39]1[CH2:41][CH2:40]1. Given the product [Cl:32][C:33]1[CH:34]=[CH:35][C:36]([C@H:42]([N:44]2[CH2:49][CH2:48][CH2:47][C@@H:46]([O:50][C:51]3[C:60]([CH:61]4[CH2:63][CH2:62]4)=[CH:59][C:54]([C:55]([OH:57])=[O:56])=[C:53]([F:64])[CH:52]=3)[CH2:45]2)[CH3:43])=[N:37][C:38]=1[CH:39]1[CH2:40][CH2:41]1, predict the reactants needed to synthesize it. (7) The reactants are: N#N.[C:3]1([P:9]([C:16]2[CH:21]=[CH:20][CH:19]=[CH:18][CH:17]=2)[C:10]2[CH:15]=[CH:14][CH:13]=[CH:12][CH:11]=2)[CH:8]=[CH:7][CH:6]=[CH:5][CH:4]=1.[F:22][B-:23]([F:26])([F:25])[F:24].[H+]. Given the product [F:22][B-:23]([F:26])([F:25])[F:24].[C:16]1([PH+:9]([C:3]2[CH:4]=[CH:5][CH:6]=[CH:7][CH:8]=2)[C:10]2[CH:15]=[CH:14][CH:13]=[CH:12][CH:11]=2)[CH:17]=[CH:18][CH:19]=[CH:20][CH:21]=1, predict the reactants needed to synthesize it. (8) The reactants are: [F:1][C:2]1[CH:3]=[CH:4][CH:5]=[C:6]2[C:10]=1[N:9]1[CH2:11][C:12](=[O:15])[CH2:13][CH2:14][C:8]1=[C:7]2[CH2:16][C:17]([O:19][CH2:20][CH3:21])=[O:18]. Given the product [CH2:20]([O:19][C:17](=[O:18])[CH2:16][C:7]1[C:6]2[C:10](=[C:2]([F:1])[CH:3]=[CH:4][CH:5]=2)[N:9]2[CH2:11][C@@H:12]([OH:15])[CH2:13][CH2:14][C:8]=12)[CH3:21], predict the reactants needed to synthesize it. (9) Given the product [Br:1][C:2]1[CH:3]=[CH:4][CH:5]=[C:6]2[C:10]=1[NH:9][CH:8]=[C:7]2[C:13]([OH:15])=[O:14], predict the reactants needed to synthesize it. The reactants are: [Br:1][C:2]1[CH:3]=[CH:4][CH:5]=[C:6]2[C:10]=1[NH:9][CH:8]=[CH:7]2.FC(F)(F)[C:13]([O:15]C(=O)C(F)(F)F)=[O:14]. (10) Given the product [CH:1]1([CH2:4][N:5]([C:31](=[O:34])[CH2:32][CH3:33])[C:6]2[CH:30]=[CH:29][C:9]([O:10][C:11]3[CH:12]=[C:13]([CH:22]=[C:23]([O:25][CH:26]([CH3:27])[CH3:28])[CH:24]=3)[C:14]([NH:16][C:17]3[S:18][CH:19]=[CH:20][N:21]=3)=[O:15])=[CH:8][CH:7]=2)[CH2:3][CH2:2]1, predict the reactants needed to synthesize it. The reactants are: [CH:1]1([CH2:4][NH:5][C:6]2[CH:30]=[CH:29][C:9]([O:10][C:11]3[CH:12]=[C:13]([CH:22]=[C:23]([O:25][CH:26]([CH3:28])[CH3:27])[CH:24]=3)[C:14]([NH:16][C:17]3[S:18][CH:19]=[CH:20][N:21]=3)=[O:15])=[CH:8][CH:7]=2)[CH2:3][CH2:2]1.[C:31](Cl)(=[O:34])[CH2:32][CH3:33].N1C=CC=CC=1.